This data is from Full USPTO retrosynthesis dataset with 1.9M reactions from patents (1976-2016). The task is: Predict the reactants needed to synthesize the given product. (1) Given the product [CH3:1][O:2][C:3]1[CH:11]=[C:10]2[C:6]([CH:7]=[CH:8][N:9]2[S:12]([C:15]2[CH:20]=[CH:19][CH:18]=[CH:17][CH:16]=2)(=[O:14])=[O:13])=[CH:5][C:4]=1[O:21][CH2:54][CH2:55][NH2:56], predict the reactants needed to synthesize it. The reactants are: [CH3:1][O:2][C:3]1[CH:11]=[C:10]2[C:6]([CH:7]=[CH:8][N:9]2[S:12]([C:15]2[CH:20]=[CH:19][CH:18]=[CH:17][CH:16]=2)(=[O:14])=[O:13])=[CH:5][C:4]=1[OH:21].N(C(N(C)C)=O)=NC(N(C)C)=O.C1(P(C2C=CC=CC=2)C2C=CC=CC=2)C=CC=CC=1.O[CH2:54][CH2:55][NH:56]C(=O)OC(C)(C)C.C(O)(C(F)(F)F)=O. (2) Given the product [ClH:1].[F:41][C:42]1[CH:71]=[C:70]([NH:72][C:73]([NH:75][C:76](=[O:84])[CH2:77][C:78]2[CH:79]=[CH:80][CH:81]=[CH:82][CH:83]=2)=[S:74])[CH:69]=[CH:68][C:43]=1[O:44][C:45]1[CH:50]=[CH:49][N:48]=[C:47]2[CH:51]=[C:52]([C:54]([NH:56][CH2:57][CH2:58][NH:59][CH3:60])=[O:55])[S:53][C:46]=12.[ClH:1], predict the reactants needed to synthesize it. The reactants are: [ClH:1].FC1C=C(NC(NC(=O)CC2C=CC=CC=2)=S)C=CC=1OC1C=CN=C2C=C(C(NC[C@H]3CCNC3)=O)SC=12.[F:41][C:42]1[CH:71]=[C:70]([NH:72][C:73]([NH:75][C:76](=[O:84])[CH2:77][C:78]2[CH:83]=[CH:82][CH:81]=[CH:80][CH:79]=2)=[S:74])[CH:69]=[CH:68][C:43]=1[O:44][C:45]1[CH:50]=[CH:49][N:48]=[C:47]2[CH:51]=[C:52]([C:54]([NH:56][CH2:57][CH2:58][N:59](C)[C:60](=O)OC(C)(C)C)=[O:55])[S:53][C:46]=12. (3) The reactants are: C[N:2]([CH:4]=[C:5]1[CH2:11][CH2:10][CH2:9][C:8]2[CH:12]=[C:13]([N:17]3[CH2:21][C@H:20]([CH2:22][NH:23][C:24](=[O:26])[CH3:25])[O:19][C:18]3=[O:27])[C:14]([F:16])=[CH:15][C:7]=2[C:6]1=[O:28])C.NOS(O)(=O)=O. Given the product [F:16][C:14]1[C:13]([N:17]2[CH2:21][C@H:20]([CH2:22][NH:23][C:24](=[O:26])[CH3:25])[O:19][C:18]2=[O:27])=[CH:12][C:8]2[CH2:9][CH2:10][CH2:11][C:5]3[CH:4]=[N:2][O:28][C:6]=3[C:7]=2[CH:15]=1, predict the reactants needed to synthesize it. (4) Given the product [BrH:1].[Br:1][CH2:4][C:3]([C:6]1[S:10][C:9]([NH:11][C:12](=[O:14])[CH3:13])=[N:8][C:7]=1[CH3:15])=[O:5], predict the reactants needed to synthesize it. The reactants are: [Br:1]Br.[C:3]([C:6]1[S:10][C:9]([NH:11][C:12](=[O:14])[CH3:13])=[N:8][C:7]=1[CH3:15])(=[O:5])[CH3:4]. (5) Given the product [C:1]1([S:7]([N:10]2[C:14]3=[N:15][CH:16]=[C:17]([O:19][CH3:20])[CH:18]=[C:13]3[CH:12]=[C:11]2[C:21]([C:23]2[CH:28]=[CH:27][C:26]([S:29][CH3:30])=[C:25]([C:31]([F:32])([F:33])[F:34])[CH:24]=2)=[O:22])(=[O:9])=[O:8])[CH:6]=[CH:5][CH:4]=[CH:3][CH:2]=1, predict the reactants needed to synthesize it. The reactants are: [C:1]1([S:7]([N:10]2[C:14]3=[N:15][CH:16]=[C:17]([O:19][CH3:20])[CH:18]=[C:13]3[CH:12]=[C:11]2[CH:21]([C:23]2[CH:28]=[CH:27][C:26]([S:29][CH3:30])=[C:25]([C:31]([F:34])([F:33])[F:32])[CH:24]=2)[OH:22])(=[O:9])=[O:8])[CH:6]=[CH:5][CH:4]=[CH:3][CH:2]=1.CC(OI1(OC(C)=O)(OC(C)=O)OC(=O)C2C=CC=CC1=2)=O. (6) The reactants are: C(OC([N:8]1[CH2:13][CH2:12][CH:11]([C:14]2[C:22]3[C:17](=[CH:18][CH:19]=[C:20]([Cl:23])[CH:21]=3)[NH:16][C:15]=2[CH3:24])[CH2:10][CH2:9]1)=O)(C)(C)C.C(O)(C(F)(F)F)=O.C(Cl)Cl. Given the product [Cl:23][C:20]1[CH:21]=[C:22]2[C:17](=[CH:18][CH:19]=1)[NH:16][C:15]([CH3:24])=[C:14]2[CH:11]1[CH2:12][CH2:13][NH:8][CH2:9][CH2:10]1, predict the reactants needed to synthesize it. (7) Given the product [F:1][C:2]1[CH:34]=[CH:33][C:5]([CH2:6][NH:7][C:8]([C:10]2[C:11](=[O:32])[C:12]3[C:13]4[N:14]([CH:31]=2)[CH2:15][C:16](=[O:30])[N:17]([CH3:29])[C:18]=4[CH:19]=[C:20]([CH2:22][Cl:35])[CH:21]=3)=[O:9])=[CH:4][CH:3]=1, predict the reactants needed to synthesize it. The reactants are: [F:1][C:2]1[CH:34]=[CH:33][C:5]([CH2:6][NH:7][C:8]([C:10]2[C:11](=[O:32])[C:12]3[C:13]4[N:14]([CH:31]=2)[CH2:15][C:16](=[O:30])[N:17]([CH3:29])[C:18]=4[CH:19]=[C:20]([CH2:22]N2CCOCC2)[CH:21]=3)=[O:9])=[CH:4][CH:3]=1.[Cl:35]C(OCC)=O.CCN(C(C)C)C(C)C. (8) Given the product [CH3:14][N:8]1[C:9]2[C:5](=[C:4]([N+:1]([O-:3])=[O:2])[CH:12]=[CH:11][CH:10]=2)[C:6](=[O:13])[NH:7]1, predict the reactants needed to synthesize it. The reactants are: [N+:1]([C:4]1[CH:12]=[CH:11][CH:10]=[C:9]2[C:5]=1[C:6](=[O:13])[NH:7][NH:8]2)([O-:3])=[O:2].[CH3:14]I.Cl. (9) Given the product [Br:1][C:2]1[CH:3]=[C:4]([Cl:11])[CH:5]=[C:6]2[C:10]=1[N:9]([CH2:19][CH2:20][O:21][CH3:22])[N:8]=[CH:7]2, predict the reactants needed to synthesize it. The reactants are: [Br:1][C:2]1[CH:3]=[C:4]([Cl:11])[CH:5]=[C:6]2[C:10]=1[NH:9][N:8]=[CH:7]2.C([O-])([O-])=O.[K+].[K+].Br[CH2:19][CH2:20][O:21][CH3:22].